This data is from Forward reaction prediction with 1.9M reactions from USPTO patents (1976-2016). The task is: Predict the product of the given reaction. Given the reactants [F:1][C:2]1[CH:7]=[CH:6][C:5]([C:8]2[C:17]3[C:12](=[N:13][C:14]([C:18]([F:21])([F:20])[F:19])=[CH:15][CH:16]=3)[N:11]=[CH:10][CH:9]=2)=[CH:4][C:3]=1OS(C(F)(F)F)(=O)=O.[Cl:30][C:31]1[CH:32]=[C:33](B(O)O)[CH:34]=[CH:35][CH:36]=1.C(=O)([O-])[O-].[Na+].[Na+], predict the reaction product. The product is: [Cl:30][C:31]1[CH:36]=[C:35]([C:3]2[C:2]([F:1])=[CH:7][CH:6]=[C:5]([C:8]3[CH:9]=[CH:10][N:11]=[C:12]4[C:17]=3[CH:16]=[CH:15][C:14]([C:18]([F:19])([F:20])[F:21])=[N:13]4)[CH:4]=2)[CH:34]=[CH:33][CH:32]=1.